This data is from Full USPTO retrosynthesis dataset with 1.9M reactions from patents (1976-2016). The task is: Predict the reactants needed to synthesize the given product. Given the product [Cl:38][C:8]1[CH:7]=[C:6]([CH:11]=[CH:10][C:9]=1[NH:12][C:13]([N:15]1[CH2:16][CH2:17][N:18]([C:21]2[CH:22]=[CH:23][C:24]([NH:27][C:28]([NH:30][C:31]3[CH:36]=[CH:35][CH:34]=[CH:33][C:32]=3[F:37])=[O:29])=[CH:25][CH:26]=2)[CH2:19][CH2:20]1)=[O:14])[C:5]([OH:39])=[O:4], predict the reactants needed to synthesize it. The reactants are: [OH-].[Na+].C[O:4][C:5](=[O:39])[C:6]1[CH:11]=[CH:10][C:9]([NH:12][C:13]([N:15]2[CH2:20][CH2:19][N:18]([C:21]3[CH:26]=[CH:25][C:24]([NH:27][C:28]([NH:30][C:31]4[CH:36]=[CH:35][CH:34]=[CH:33][C:32]=4[F:37])=[O:29])=[CH:23][CH:22]=3)[CH2:17][CH2:16]2)=[O:14])=[C:8]([Cl:38])[CH:7]=1.